From a dataset of Full USPTO retrosynthesis dataset with 1.9M reactions from patents (1976-2016). Predict the reactants needed to synthesize the given product. The reactants are: [C:1]([N:3]1[CH2:8][CH2:7][CH:6]([N:9]([CH:23]2[CH2:25][CH2:24]2)[C:10](=[O:22])[C:11]2[CH:16]=[CH:15][C:14]([C:17]3[O:21][CH:20]=[N:19][CH:18]=3)=[CH:13][CH:12]=2)[CH2:5][CH2:4]1)#[N:2].[OH:26][NH:27][C:28](=N)[C:29]1[CH:34]=[CH:33][N:32]=[CH:31][CH:30]=1. Given the product [CH:23]1([N:9]([CH:6]2[CH2:5][CH2:4][N:3]([C:1]3[O:26][N:27]=[C:28]([C:29]4[CH:34]=[CH:33][N:32]=[CH:31][CH:30]=4)[N:2]=3)[CH2:8][CH2:7]2)[C:10](=[O:22])[C:11]2[CH:12]=[CH:13][C:14]([C:17]3[O:21][CH:20]=[N:19][CH:18]=3)=[CH:15][CH:16]=2)[CH2:25][CH2:24]1, predict the reactants needed to synthesize it.